From a dataset of Reaction yield outcomes from USPTO patents with 853,638 reactions. Predict the reaction yield, written as a fraction of the theoretical maximum amount of product (1.0 means a 100% yield; for example, 0.34 means a 34% yield). The reactants are [NH2:1][C:2]1[CH:7]=[CH:6][CH:5]=[CH:4][C:3]=1[S:8]([NH:11][C:12]1[CH:13]=[CH:14][CH:15]=[C:16]2[C:21]=1[N:20]=[CH:19][CH:18]=[CH:17]2)(=[O:10])=[O:9].CCN(C(C)C)C(C)C.[C:31](OC(=O)C)(=[O:33])[CH3:32]. The catalyst is C1COCC1. The product is [N:20]1[C:21]2[C:16](=[CH:15][CH:14]=[CH:13][C:12]=2[NH:11][S:8]([C:3]2[CH:4]=[CH:5][CH:6]=[CH:7][C:2]=2[NH:1][C:31](=[O:33])[CH3:32])(=[O:10])=[O:9])[CH:17]=[CH:18][CH:19]=1. The yield is 0.180.